Task: Regression. Given a peptide amino acid sequence and an MHC pseudo amino acid sequence, predict their binding affinity value. This is MHC class I binding data.. Dataset: Peptide-MHC class I binding affinity with 185,985 pairs from IEDB/IMGT (1) The peptide sequence is DTGCRIDGY. The MHC is HLA-B57:01 with pseudo-sequence HLA-B57:01. The binding affinity (normalized) is 0.0847. (2) The peptide sequence is ELIKAMNHF. The MHC is HLA-A80:01 with pseudo-sequence HLA-A80:01. The binding affinity (normalized) is 0.0847. (3) The binding affinity (normalized) is 0.0847. The MHC is HLA-B27:05 with pseudo-sequence HLA-B27:05. The peptide sequence is ASSWAPTQK. (4) The peptide sequence is RVKEKYQHL. The MHC is HLA-B40:02 with pseudo-sequence HLA-B40:02. The binding affinity (normalized) is 0.